Dataset: Full USPTO retrosynthesis dataset with 1.9M reactions from patents (1976-2016). Task: Predict the reactants needed to synthesize the given product. (1) Given the product [Br:11][C:6]1[C:5]2[O:12][CH:2]([CH2:3][OH:18])[CH2:1][C:4]=2[CH:9]=[C:8]([F:10])[CH:7]=1, predict the reactants needed to synthesize it. The reactants are: [CH2:1]([C:4]1[CH:9]=[C:8]([F:10])[CH:7]=[C:6]([Br:11])[C:5]=1[OH:12])[CH:2]=[CH2:3].ClC1C=C(C=CC=1)C(OO)=[O:18].C(=O)([O-])[O-].[K+].[K+].ClC1C2OC(CO)CC=2C(C(F)(F)F)=CC=1. (2) The reactants are: [CH:1]([C:3]1[CH:10]=[C:9]([Cl:11])[CH:8]=[CH:7][C:4]=1[C:5]#[N:6])=[O:2].[C:12]1([Mg]Br)[CH:17]=[CH:16][CH:15]=[CH:14][CH:13]=1.O. Given the product [ClH:11].[Cl:11][C:9]1[CH:10]=[C:3]2[C:4](=[CH:7][CH:8]=1)[C:5](=[NH:6])[O:2][CH:1]2[C:12]1[CH:17]=[CH:16][CH:15]=[CH:14][CH:13]=1, predict the reactants needed to synthesize it. (3) Given the product [Cl-:36].[NH2+:18]1[CH2:17][CH2:16][C:15]2([O:28][C:5]3[C:10]4[C:11]([C:2](=[O:1])[C:3](=[O:32])[C:4]=3[S:13][CH2:14]2)=[CH:6][CH:7]=[CH:8][CH:9]=4)[CH2:20][CH2:19]1, predict the reactants needed to synthesize it. The reactants are: [O:1]=[C:2]1[C:11](=O)[C:10]2[C:5](=[CH:6][CH:7]=[CH:8][CH:9]=2)[C:4]([S:13][CH2:14][C:15]2([OH:28])[CH2:20][CH2:19][N:18](C(OC(C)(C)C)=O)[CH2:17][CH2:16]2)=[CH:3]1.FC(F)(F)C(O)=[O:32].[ClH:36]. (4) The reactants are: [Cl:1][C:2]1[CH:3]=[C:4]([C:8]2[C:9]3[N:10]([C:26]([CH2:29][CH3:30])=[CH:27][CH:28]=3)[N:11]=[C:12]([C:20]3[CH:25]=[CH:24][CH:23]=[CH:22][CH:21]=3)[C:13]=2[CH2:14][CH2:15][CH2:16][CH2:17][CH2:18]O)[CH:5]=[CH:6][CH:7]=1.[CH2:31]([N:33](CC)[CH2:34]C)C.CS(Cl)(=O)=O. Given the product [Cl:1][C:2]1[CH:3]=[C:4]([C:8]2[C:9]3[N:10]([C:26]([CH2:29][CH3:30])=[CH:27][CH:28]=3)[N:11]=[C:12]([C:20]3[CH:25]=[CH:24][CH:23]=[CH:22][CH:21]=3)[C:13]=2[CH2:14][CH2:15][CH2:16][CH2:17][CH2:18][N:33]([CH3:34])[CH3:31])[CH:5]=[CH:6][CH:7]=1, predict the reactants needed to synthesize it. (5) Given the product [OH:25][NH:27][C:13]([C:10]1[CH:11]=[CH:12][C:7]2[O:6][CH2:5][CH2:4][N:3]([C:18]([C:20]3([CH3:24])[CH2:23][CH2:22][CH2:21]3)=[O:19])[C@H:2]([CH3:1])[C:8]=2[CH:9]=1)=[O:14], predict the reactants needed to synthesize it. The reactants are: [CH3:1][C@@H:2]1[C:8]2[CH:9]=[C:10]([C:13](OCC)=[O:14])[CH:11]=[CH:12][C:7]=2[O:6][CH2:5][CH2:4][N:3]1[C:18]([C:20]1([CH3:24])[CH2:23][CH2:22][CH2:21]1)=[O:19].[OH-:25].[Na+].[NH2:27]O.Cl. (6) Given the product [Cl:1][C:2]1[C:7]([C:8]2[CH2:9][C:10]([CH3:17])([CH3:16])[NH:11][C:12]([CH3:14])([CH3:15])[CH:13]=2)=[N:6][C:5]2[N:18]([CH:21]([CH3:23])[CH3:22])[N:19]=[CH:20][C:4]=2[C:3]=1[C:24]([NH:27][CH2:28][C:29]1[C:30](=[O:37])[NH:31][C:32]([CH3:36])=[CH:33][C:34]=1[CH3:35])=[O:26], predict the reactants needed to synthesize it. The reactants are: [Cl:1][C:2]1[C:7]([C:8]2[CH2:9][C:10]([CH3:17])([CH3:16])[NH:11][C:12]([CH3:15])([CH3:14])[CH:13]=2)=[N:6][C:5]2[N:18]([CH:21]([CH3:23])[CH3:22])[N:19]=[CH:20][C:4]=2[C:3]=1[C:24]([OH:26])=O.[NH2:27][CH2:28][C:29]1[C:30](=[O:37])[NH:31][C:32]([CH3:36])=[CH:33][C:34]=1[CH3:35].C1CN([P+](ON2N=NC3C=CC=CC2=3)(N2CCCC2)N2CCCC2)CC1.F[P-](F)(F)(F)(F)F.O. (7) Given the product [F:23][C@H:1]1[C@H:5]([OH:6])[CH2:4][N:3]([C:7]([O:9][CH2:10][C:11]2[CH:16]=[CH:15][CH:14]=[CH:13][CH:12]=2)=[O:8])[CH2:2]1, predict the reactants needed to synthesize it. The reactants are: [CH:1]12[O:6][CH:5]1[CH2:4][N:3]([C:7]([O:9][CH2:10][C:11]1[CH:16]=[CH:15][CH:14]=[CH:13][CH:12]=1)=[O:8])[CH2:2]2.N1C=CC=CC=1.[FH:23]. (8) Given the product [ClH:1].[Cl:21][C:22]1[CH:23]=[CH:24][C:25]([N:28]2[CH2:33][CH2:32][N:31]([CH2:2][CH2:3][CH2:4][CH2:5][C:6]3([CH2:17][CH:18]([CH3:19])[CH3:20])[C:14]4[C:9](=[C:10]([CH3:15])[CH:11]=[CH:12][CH:13]=4)[NH:8][C:7]3=[O:16])[CH2:30][CH2:29]2)=[CH:26][CH:27]=1, predict the reactants needed to synthesize it. The reactants are: [Cl:1][CH2:2][CH2:3][CH2:4][CH2:5][C:6]1([CH2:17][CH:18]([CH3:20])[CH3:19])[C:14]2[C:9](=[C:10]([CH3:15])[CH:11]=[CH:12][CH:13]=2)[NH:8][C:7]1=[O:16].[Cl:21][C:22]1[CH:27]=[CH:26][C:25]([N:28]2[CH2:33][CH2:32][NH:31][CH2:30][CH2:29]2)=[CH:24][CH:23]=1. (9) Given the product [CH3:11][O:10][C:7]1[C:6]([N+:12]([O-:14])=[O:13])=[CH:5][C:4]([CH3:3])=[C:9]([CH2:22][C:23]#[N:24])[CH:8]=1, predict the reactants needed to synthesize it. The reactants are: [OH-].[Na+].[CH3:3][C:4]1[CH:9]=[CH:8][C:7]([O:10][CH3:11])=[C:6]([N+:12]([O-:14])=[O:13])[CH:5]=1.C1(S[CH2:22][C:23]#[N:24])C=CC=CC=1.Cl.